From a dataset of NCI-60 drug combinations with 297,098 pairs across 59 cell lines. Regression. Given two drug SMILES strings and cell line genomic features, predict the synergy score measuring deviation from expected non-interaction effect. Synergy scores: CSS=-2.25, Synergy_ZIP=1.78, Synergy_Bliss=2.16, Synergy_Loewe=-2.04, Synergy_HSA=-2.12. Cell line: IGROV1. Drug 2: COC1=NC(=NC2=C1N=CN2C3C(C(C(O3)CO)O)O)N. Drug 1: CC1=C(C(CCC1)(C)C)C=CC(=CC=CC(=CC(=O)O)C)C.